This data is from Forward reaction prediction with 1.9M reactions from USPTO patents (1976-2016). The task is: Predict the product of the given reaction. (1) Given the reactants N1C=CC=CC=1.[CH2:7]([C@@:14]1([C:27]2[CH:42]=[CH:41][C:30]([C:31]([NH:33][C:34]3[C:35]([CH3:40])=[N:36][CH:37]=[CH:38][CH:39]=3)=[O:32])=[CH:29][C:28]=2[CH2:43]O)[CH2:19][CH2:18][C@:17]([OH:24])([C:20]([F:23])([F:22])[F:21])[CH2:16][C@H:15]1[CH2:25][OH:26])[C:8]1[CH:13]=[CH:12][CH:11]=[CH:10][CH:9]=1.C1(C)C=CC(S(Cl)(=O)=O)=CC=1, predict the reaction product. The product is: [CH2:7]([C@@:14]12[CH2:19][CH2:18][C@:17]([OH:24])([C:20]([F:23])([F:21])[F:22])[CH2:16][C@H:15]1[CH2:25][O:26][CH2:43][C:28]1[CH:29]=[C:30]([C:31]([NH:33][C:34]3[C:35]([CH3:40])=[N:36][CH:37]=[CH:38][CH:39]=3)=[O:32])[CH:41]=[CH:42][C:27]2=1)[C:8]1[CH:13]=[CH:12][CH:11]=[CH:10][CH:9]=1. (2) Given the reactants N(C[C@@H:5]([NH:13][C:14](OC(C)(C)C)=O)[CH2:6][C:7]1[CH:12]=[CH:11][CH:10]=[CH:9][CH:8]=1)=[N+]=[N-].O[CH2:22][C@@H:23]([NH:31]C(OC(C)(C)C)=O)[CH2:24][C:25]1[CH:30]=[CH:29][CH:28]=[CH:27][CH:26]=1.C([N:41](CC)[CH2:42][CH3:43])C.S(Cl)(C)(=O)=O.[N-:51]=[N+:52]=[N-].[Na+], predict the reaction product. The product is: [CH:14]1[C:8]2[C:7](=[CH:12][C:11]([C:42]3[N:41]=[N:51][NH:52][C:43]=3[CH2:22][C@@H:23]([NH2:31])[CH2:24][C:25]3[CH:26]=[CH:27][CH:28]=[CH:29][CH:30]=3)=[CH:10][CH:9]=2)[CH:6]=[CH:5][N:13]=1. (3) Given the reactants [Cl:1][C:2]1[CH:3]=[C:4]([C:12]2[O:16][N:15]=[C:14]([C:17]3[CH:22]=[CH:21][C:20]([OH:23])=[CH:19][C:18]=3[CH3:24])[N:13]=2)[CH:5]=[CH:6][C:7]=1[O:8][CH:9]([CH3:11])[CH3:10].Br[CH2:26][CH2:27][CH2:28][C:29]([O:31][CH2:32][CH3:33])=[O:30].C(=O)([O-])[O-].[K+].[K+], predict the reaction product. The product is: [Cl:1][C:2]1[CH:3]=[C:4]([C:12]2[O:16][N:15]=[C:14]([C:17]3[CH:22]=[CH:21][C:20]([O:23][CH2:26][CH2:27][CH2:28][C:29]([O:31][CH2:32][CH3:33])=[O:30])=[CH:19][C:18]=3[CH3:24])[N:13]=2)[CH:5]=[CH:6][C:7]=1[O:8][CH:9]([CH3:10])[CH3:11]. (4) The product is: [CH3:14][O:13][C:12]1[CH:11]=[C:10]2[C:5](=[CH:4][C:3]=1[O:2][CH3:1])[CH2:6][CH2:7][CH:8]([C:15]([NH:17][C:18]1[CH:26]=[CH:25][CH:24]=[CH:23][C:19]=1[C:20]([OH:22])=[O:21])=[O:16])[CH2:9]2. Given the reactants [CH3:1][O:2][C:3]1[CH:4]=[C:5]2[C:10](=[CH:11][C:12]=1[O:13][CH3:14])[CH:9]=[C:8]([C:15]([NH:17][C:18]1[CH:26]=[CH:25][CH:24]=[CH:23][C:19]=1[C:20]([OH:22])=[O:21])=[O:16])[CH2:7][CH2:6]2, predict the reaction product. (5) Given the reactants [ClH:1].[CH:2]([C@H:4]1[CH2:9][CH2:8][CH2:7][CH2:6][N:5]1C(OC(C)(C)C)=O)=[CH2:3], predict the reaction product. The product is: [ClH:1].[CH:2]([C@H:4]1[CH2:9][CH2:8][CH2:7][CH2:6][NH:5]1)=[CH2:3].